Dataset: Reaction yield outcomes from USPTO patents with 853,638 reactions. Task: Predict the reaction yield, written as a fraction of the theoretical maximum amount of product (1.0 means a 100% yield; for example, 0.34 means a 34% yield). (1) The reactants are [Cl:1][C:2]1[N:3]=[N:4][C:5](Cl)=[CH:6][CH:7]=1.[F:9][C:10]1([C:16]([O:18][CH2:19][CH3:20])=[O:17])[CH2:15][CH2:14][NH:13][CH2:12][CH2:11]1.C(=O)([O-])[O-].[Cs+].[Cs+]. The catalyst is CN(C)C=O. The product is [Cl:1][C:2]1[N:3]=[N:4][C:5]([N:13]2[CH2:12][CH2:11][C:10]([F:9])([C:16]([O:18][CH2:19][CH3:20])=[O:17])[CH2:15][CH2:14]2)=[CH:6][CH:7]=1. The yield is 0.520. (2) The reactants are C(=O)([O-])[O-].[K+].[K+].O.[Br:8][C:9]1[CH:14]=[C:13]([Br:15])[N:12]=[C:11]([Cl:16])[C:10]=1[OH:17].Cl[C:19]([F:29])([F:28])C(C1C=CC=CC=1)=O. The yield is 0.770. The catalyst is CC#N. The product is [Br:8][C:9]1[CH:14]=[C:13]([Br:15])[N:12]=[C:11]([Cl:16])[C:10]=1[O:17][CH:19]([F:29])[F:28].